From a dataset of Reaction yield outcomes from USPTO patents with 853,638 reactions. Predict the reaction yield, written as a fraction of the theoretical maximum amount of product (1.0 means a 100% yield; for example, 0.34 means a 34% yield). (1) The reactants are [F:1][C:2]([F:7])([F:6])[C:3]([OH:5])=[O:4].[F:8][C:9]([F:14])([F:13])[C:10]([OH:12])=[O:11].FC(F)(F)C(O)=O.[Cl:22][C:23]1[CH:24]=[N:25][C:26]2[NH:27][C:28]3[CH:29]=[N:30][CH:31]=[C:32]([CH:54]=3)[CH2:33][CH2:34][C:35]3[CH:43]=[C:39]([NH:40][C:41]=1[N:42]=2)[CH:38]=[CH:37][C:36]=3[NH:44][C:45](=[O:53])[CH2:46][CH:47]1[CH2:52][CH2:51][NH:50][CH2:49][CH2:48]1.[CH:55]([C:58]1[O:62][N:61]=[CH:60][C:59]=1[C:63](O)=[O:64])([CH3:57])[CH3:56]. No catalyst specified. The product is [F:1][C:2]([F:7])([F:6])[C:3]([OH:5])=[O:4].[F:8][C:9]([F:14])([F:13])[C:10]([OH:12])=[O:11].[Cl:22][C:23]1[CH:24]=[N:25][C:26]2[NH:27][C:28]3[CH:29]=[N:30][CH:31]=[C:32]([CH:54]=3)[CH2:33][CH2:34][C:35]3[CH:43]=[C:39]([NH:40][C:41]=1[N:42]=2)[CH:38]=[CH:37][C:36]=3[NH:44][C:45](=[O:53])[CH2:46][CH:47]1[CH2:52][CH2:51][N:50]([C:63]([C:59]2[CH:60]=[N:61][O:62][C:58]=2[CH:55]([CH3:57])[CH3:56])=[O:64])[CH2:49][CH2:48]1. The yield is 0.180. (2) The reactants are [N:1]1([CH2:6][C:7]2[N:12]=[C:11]([C:13]([O:15]C)=[O:14])[CH:10]=[CH:9][CH:8]=2)[CH2:5][CH2:4][CH2:3][CH2:2]1.[OH-].[Na+].Cl. The catalyst is C(O)C.O. The product is [N:1]1([CH2:6][C:7]2[N:12]=[C:11]([C:13]([OH:15])=[O:14])[CH:10]=[CH:9][CH:8]=2)[CH2:5][CH2:4][CH2:3][CH2:2]1. The yield is 0.550. (3) The reactants are [ClH:1].[CH3:2][O:3][C:4]1[N:5]=[C:6]2[C:11](=[CH:12][CH:13]=1)[N:10]=[CH:9][CH:8]=[C:7]2[N:14]1[CH2:20][CH2:19][CH2:18][N:17]([CH2:21][CH2:22][NH2:23])[CH2:16][CH2:15]1.[O:24]=[C:25]1[CH2:30][S:29][C:28]2[CH:31]=[CH:32][C:33]([CH:35]=O)=[N:34][C:27]=2[NH:26]1.S([O-])([O-])(=O)=O.[Na+].[Na+].C(N(C(C)C)CC)(C)C.[BH4-].[Na+]. The catalyst is ClCCl.C(O)C. The product is [ClH:1].[ClH:1].[ClH:1].[CH3:2][O:3][C:4]1[N:5]=[C:6]2[C:11](=[CH:12][CH:13]=1)[N:10]=[CH:9][CH:8]=[C:7]2[N:14]1[CH2:20][CH2:19][CH2:18][N:17]([CH2:21][CH2:22][NH:23][CH2:35][C:33]2[CH:32]=[CH:31][C:28]3[S:29][CH2:30][C:25](=[O:24])[NH:26][C:27]=3[N:34]=2)[CH2:16][CH2:15]1. The yield is 0.240. (4) The reactants are [OH-].[Na+].[CH:3]1([CH:8]([C:14]2[CH:18]=[CH:17][S:16][CH:15]=2)[C:9]([O:11]CC)=[O:10])[CH2:7][CH2:6][CH2:5][CH2:4]1. The catalyst is CO. The product is [CH:3]1([CH:8]([C:14]2[CH:18]=[CH:17][S:16][CH:15]=2)[C:9]([OH:11])=[O:10])[CH2:7][CH2:6][CH2:5][CH2:4]1. The yield is 0.970. (5) The reactants are [F:1][C:2]1[CH:7]=[CH:6][C:5]([C@:8]2([CH2:31][C:32]([O:34]C)=O)[O:13][C:12](=[O:14])[N:11]([C@H](C3C=CC(C4C=CC(=O)N(C)C=4)=CC=3)C)[CH2:10][CH2:9]2)=[CH:4][CH:3]=1.[CH2:36]([Mg]Br)[CH3:37]. The catalyst is C1COCC1.C(O[Ti](OC(C)C)(OC(C)C)OC(C)C)(C)C. The product is [F:1][C:2]1[CH:3]=[CH:4][C:5]([C:8]2([CH2:31][C:32]3([OH:34])[CH2:37][CH2:36]3)[O:13][C:12](=[O:14])[NH:11][CH2:10][CH2:9]2)=[CH:6][CH:7]=1. The yield is 0.0200.